Task: Predict the reactants needed to synthesize the given product.. Dataset: Full USPTO retrosynthesis dataset with 1.9M reactions from patents (1976-2016) (1) Given the product [ClH:28].[NH2:7][CH:8]([CH2:9][CH3:10])[C@@H:11]([C:13]1[N:17]=[C:16]([CH:18]2[CH2:20][CH2:19]2)[O:15][N:14]=1)[OH:12], predict the reactants needed to synthesize it. The reactants are: C(OC(=O)[NH:7][C@H:8]([CH:11]([C:13]1[N:17]=[C:16]([CH:18]2[CH2:20][CH2:19]2)[O:15][N:14]=1)[OH:12])[CH2:9][CH3:10])(C)(C)C.O1CCOCC1.[ClH:28]. (2) The reactants are: [F:1][C:2]([F:14])([F:13])[C:3]1[CH:12]=[CH:11][C:6]([C:7]([NH:9][NH2:10])=[O:8])=[CH:5][CH:4]=1.[CH:15](=O)[C:16]1[CH:21]=[CH:20][CH:19]=[CH:18][CH:17]=1.S(=O)(=O)(O)O. Given the product [CH:15](=[N:10][NH:9][C:7](=[O:8])[C:6]1[CH:11]=[CH:12][C:3]([C:2]([F:13])([F:14])[F:1])=[CH:4][CH:5]=1)[C:16]1[CH:21]=[CH:20][CH:19]=[CH:18][CH:17]=1, predict the reactants needed to synthesize it. (3) Given the product [CH3:12][C@@:13]([NH:26][NH2:27])([C:23]([OH:25])=[O:24])[CH2:14][C:15]1[CH:16]=[CH:17][C:18]([OH:22])=[C:19]([OH:21])[CH:20]=1.[CH:28]1[C:33]([CH2:34][C@H:35]([NH2:39])[C:36]([OH:38])=[O:37])=[CH:32][C:31]([OH:40])=[C:30]([OH:41])[CH:29]=1, predict the reactants needed to synthesize it. The reactants are: C([O-])(=O)C(CCC)CCC.[Na+].[CH3:12][C@@:13]([NH:26][NH2:27])([C:23]([OH:25])=[O:24])[CH2:14][C:15]1[CH:16]=[CH:17][C:18]([OH:22])=[C:19]([OH:21])[CH:20]=1.[CH:28]1[C:33]([CH2:34][C@H:35]([NH2:39])[C:36]([OH:38])=[O:37])=[CH:32][C:31]([OH:40])=[C:30]([OH:41])[CH:29]=1.